Dataset: Forward reaction prediction with 1.9M reactions from USPTO patents (1976-2016). Task: Predict the product of the given reaction. Given the reactants [F:1][C:2]1[CH:7]=[CH:6][C:5]([N:8]=[C:9]=[O:10])=[CH:4][CH:3]=1.[NH2:11][CH2:12][CH2:13][CH2:14][CH2:15][N:16]1[C:28]2[C:27]3[CH:26]=[CH:25][CH:24]=[CH:23][C:22]=3[N:21]=[C:20]([NH2:29])[C:19]=2[N:18]=[C:17]1[C:30]1[CH:35]=[CH:34][CH:33]=[CH:32][CH:31]=1, predict the reaction product. The product is: [NH2:29][C:20]1[C:19]2[N:18]=[C:17]([C:30]3[CH:35]=[CH:34][CH:33]=[CH:32][CH:31]=3)[N:16]([CH2:15][CH2:14][CH2:13][CH2:12][NH:11][C:9]([NH:8][C:5]3[CH:6]=[CH:7][C:2]([F:1])=[CH:3][CH:4]=3)=[O:10])[C:28]=2[C:27]2[CH:26]=[CH:25][CH:24]=[CH:23][C:22]=2[N:21]=1.